Predict the reactants needed to synthesize the given product. From a dataset of Full USPTO retrosynthesis dataset with 1.9M reactions from patents (1976-2016). (1) Given the product [F:27][C@H:28]([CH2:38][I:6])[CH2:29][NH:30][C:31](=[O:37])[O:32][C:33]([CH3:36])([CH3:35])[CH3:34], predict the reactants needed to synthesize it. The reactants are: N1C=CN=C1.[I:6]I.C1(P(C2C=CC=CC=2)C2C=CC=CC=2)C=CC=CC=1.[F:27][C@H:28]([CH2:38]O)[CH2:29][NH:30][C:31](=[O:37])[O:32][C:33]([CH3:36])([CH3:35])[CH3:34]. (2) Given the product [Br:1][C:2]1[CH:3]=[C:4]2[C:5](=[CH:10][CH:11]=1)[C:6](=[O:7])[N:15]([CH3:14])[CH2:12]2, predict the reactants needed to synthesize it. The reactants are: [Br:1][C:2]1[CH:11]=[CH:10][C:5]([C:6](OC)=[O:7])=[C:4]([CH2:12]Br)[CH:3]=1.[CH3:14][NH2:15]. (3) Given the product [NH2:21][C:19]1[CH:18]=[CH:17][C:11]([O:12][CH2:13][C:14]([OH:16])=[O:15])=[C:10]([C:8](=[O:9])[NH:7][CH2:6][C:5]2[CH:24]=[CH:25][C:2]([Br:1])=[CH:3][C:4]=2[F:26])[CH:20]=1, predict the reactants needed to synthesize it. The reactants are: [Br:1][C:2]1[CH:25]=[CH:24][C:5]([CH2:6][NH:7][C:8]([C:10]2[CH:20]=[C:19]([N+:21]([O-])=O)[CH:18]=[CH:17][C:11]=2[O:12][CH2:13][C:14]([OH:16])=[O:15])=[O:9])=[C:4]([F:26])[CH:3]=1.[H][H]. (4) Given the product [CH2:1]([O:13][C:14]1[CH:21]=[CH:20][C:17]([CH2:18][Cl:19])=[CH:16][CH:15]=1)[CH2:2][CH2:3][CH2:4][CH2:5][CH2:6][CH2:7][CH2:8][CH2:9][CH2:10][CH2:11][CH2:12][CH2:26][CH2:27][CH2:28][CH3:29], predict the reactants needed to synthesize it. The reactants are: [CH2:1]([O:13][C:14]1[CH:21]=[CH:20][C:17]([CH2:18][Cl:19])=[CH:16][CH:15]=1)[CH2:2][CH2:3][CH2:4][CH2:5][CH2:6][CH2:7][CH2:8][CH2:9][CH2:10][CH2:11][CH3:12].S(Cl)(Cl)=O.[CH2:26](OC1C=CC(CO)=CC=1)[CH2:27][CH2:28][CH2:29][CH2:26][CH2:27][CH2:28][CH2:29][CH2:26][CH2:27][CH2:28][CH2:29][CH2:26][CH2:27][CH2:28][CH3:29]. (5) Given the product [Cl:1][C:2]1[CH:11]=[C:10]([Cl:12])[CH:9]=[C:8]2[C:3]=1[C:4](=[O:26])[C:5]([C:15]1[CH:20]=[CH:19][C:18]([OH:21])=[C:17]([N+:23]([O-:25])=[O:24])[CH:16]=1)([CH3:14])[C:6](=[O:13])[NH:7]2, predict the reactants needed to synthesize it. The reactants are: [Cl:1][C:2]1[CH:11]=[C:10]([Cl:12])[CH:9]=[C:8]2[C:3]=1[C:4](=[O:26])[C:5]([C:15]1[CH:20]=[CH:19][C:18]([O:21]C)=[C:17]([N+:23]([O-:25])=[O:24])[CH:16]=1)([CH3:14])[C:6](=[O:13])[NH:7]2.B(Br)(Br)Br.ClCCl. (6) Given the product [CH3:36][O:35][C:31]1[CH:30]=[C:29]([CH:34]=[CH:33][CH:32]=1)[C:28]([NH:27][CH:24]1[CH2:23][CH2:22][N:21]([CH2:20][C:16]2[CH:15]=[CH:14][C:13]3[C:18](=[CH:19][C:10]([CH2:9][CH2:8][CH2:7][CH:3]=[O:2])=[CH:11][CH:12]=3)[CH:17]=2)[CH2:26][CH2:25]1)=[O:37], predict the reactants needed to synthesize it. The reactants are: Cl.[O:2]1CCO[CH:3]1[CH2:7][CH2:8][CH2:9][C:10]1[CH:19]=[C:18]2[C:13]([CH:14]=[CH:15][C:16]([CH2:20][N:21]3[CH2:26][CH2:25][CH:24]([NH:27][C:28](=[O:37])[C:29]4[CH:34]=[CH:33][CH:32]=[C:31]([O:35][CH3:36])[CH:30]=4)[CH2:23][CH2:22]3)=[CH:17]2)=[CH:12][CH:11]=1.[OH-].[Na+]. (7) Given the product [NH2:1][C:2]1[N:3]([CH2:18][CH3:19])[C:4]2[C:9]([C:10](=[O:16])[C:11]=1[C:12]([NH:14][CH3:15])=[O:13])=[CH:8][CH:7]=[C:6]([C:29]#[C:28][C:26]([OH:30])([C:21]1[CH:22]=[N:23][CH:24]=[CH:25][N:20]=1)[CH3:27])[N:5]=2, predict the reactants needed to synthesize it. The reactants are: [NH2:1][C:2]1[N:3]([CH2:18][CH3:19])[C:4]2[C:9]([C:10](=[O:16])[C:11]=1[C:12]([NH:14][CH3:15])=[O:13])=[CH:8][CH:7]=[C:6](Cl)[N:5]=2.[N:20]1[CH:25]=[CH:24][N:23]=[CH:22][C:21]=1[C:26]([OH:30])([C:28]#[CH:29])[CH3:27].